This data is from In vitro SARS-CoV-2 activity screen of 1,480 approved drugs from Prestwick library. The task is: Binary Classification. Given a drug SMILES string, predict its activity (active/inactive) in a high-throughput screening assay against a specified biological target. (1) The drug is CCOC(=O)[C@H](CCc1ccccc1)N[C@@H](C)C(=O)N(CC(=O)O)C1Cc2ccccc2C1.Cl. The result is 0 (inactive). (2) The compound is CC[N+](C)(CC)CCOC(=O)C1c2ccccc2Oc2ccccc21.[Br-]. The result is 0 (inactive). (3) The drug is CC(=O)N(CC(O)CO)c1c(I)c(C(=O)NCC(O)CO)c(I)c(C(=O)NCC(O)CO)c1I. The result is 0 (inactive). (4) The compound is COc1ccccc1N1CCN(CCCCNC(=O)c2ccc3ccccc3c2)CC1.Cl.Cl. The result is 0 (inactive). (5) The compound is C=CC[N@@+]12CC[C@@]34c5ccccc5N5/C=C6/[C@H]7C[C@H]8[C@@]9(CC[N@@+]8(CC=C)C/C7=C/CO)c7ccccc7N(/C=C(/[C@@H](C[C@@H]31)/C(=C\CO)C2)[C@H]54)[C@@H]69.[Cl-].[Cl-]. The result is 0 (inactive). (6) The molecule is O=C(NCNC(=O)NC1C(=O)NC(=O)N1CO)NC1C(=O)NC(=O)N1CO. The result is 0 (inactive). (7) The drug is NC(=O)NC1NC(=O)NC1=O. The result is 0 (inactive).